Dataset: Merck oncology drug combination screen with 23,052 pairs across 39 cell lines. Task: Regression. Given two drug SMILES strings and cell line genomic features, predict the synergy score measuring deviation from expected non-interaction effect. (1) Drug 1: CCC1=CC2CN(C1)Cc1c([nH]c3ccccc13)C(C(=O)OC)(c1cc3c(cc1OC)N(C)C1C(O)(C(=O)OC)C(OC(C)=O)C4(CC)C=CCN5CCC31C54)C2. Drug 2: CS(=O)(=O)CCNCc1ccc(-c2ccc3ncnc(Nc4ccc(OCc5cccc(F)c5)c(Cl)c4)c3c2)o1. Cell line: UACC62. Synergy scores: synergy=-13.5. (2) Drug 2: CC1(c2nc3c(C(N)=O)cccc3[nH]2)CCCN1. Synergy scores: synergy=13.7. Cell line: LNCAP. Drug 1: N#Cc1ccc(Cn2cncc2CN2CCN(c3cccc(Cl)c3)C(=O)C2)cc1. (3) Drug 1: CN(Cc1cnc2nc(N)nc(N)c2n1)c1ccc(C(=O)NC(CCC(=O)O)C(=O)O)cc1. Drug 2: C=CCn1c(=O)c2cnc(Nc3ccc(N4CCN(C)CC4)cc3)nc2n1-c1cccc(C(C)(C)O)n1. Cell line: MSTO. Synergy scores: synergy=-14.7. (4) Drug 1: O=c1[nH]cc(F)c(=O)[nH]1. Drug 2: N#Cc1ccc(Cn2cncc2CN2CCN(c3cccc(Cl)c3)C(=O)C2)cc1. Cell line: NCIH520. Synergy scores: synergy=13.8. (5) Drug 1: COC12C(COC(N)=O)C3=C(C(=O)C(C)=C(N)C3=O)N1CC1NC12. Drug 2: CNC(=O)c1cc(Oc2ccc(NC(=O)Nc3ccc(Cl)c(C(F)(F)F)c3)cc2)ccn1. Cell line: LOVO. Synergy scores: synergy=-32.9. (6) Drug 1: COC1CC2CCC(C)C(O)(O2)C(=O)C(=O)N2CCCCC2C(=O)OC(C(C)CC2CCC(OP(C)(C)=O)C(OC)C2)CC(=O)C(C)C=C(C)C(O)C(OC)C(=O)C(C)CC(C)C=CC=CC=C1C. Drug 2: NC1CCCCC1N.O=C(O)C(=O)O.[Pt+2]. Cell line: SKMES1. Synergy scores: synergy=0.373. (7) Drug 1: CN(C)C(=N)N=C(N)N. Drug 2: CCc1cnn2c(NCc3ccc[n+]([O-])c3)cc(N3CCCCC3CCO)nc12. Cell line: UWB1289BRCA1. Synergy scores: synergy=-4.87. (8) Drug 1: CC(=O)OC1C(=O)C2(C)C(O)CC3OCC3(OC(C)=O)C2C(OC(=O)c2ccccc2)C2(O)CC(OC(=O)C(O)C(NC(=O)c3ccccc3)c3ccccc3)C(C)=C1C2(C)C. Drug 2: C=CCn1c(=O)c2cnc(Nc3ccc(N4CCN(C)CC4)cc3)nc2n1-c1cccc(C(C)(C)O)n1. Cell line: NCIH460. Synergy scores: synergy=8.49.